Dataset: Experimentally validated miRNA-target interactions with 360,000+ pairs, plus equal number of negative samples. Task: Binary Classification. Given a miRNA mature sequence and a target amino acid sequence, predict their likelihood of interaction. (1) The miRNA is hsa-miR-141-5p with sequence CAUCUUCCAGUACAGUGUUGGA. The protein sequence of the target gene is MSAAFPPSLMMMQRPLGSSTAFSIDSLIGSPPQPSPGHFVYTGYPMFMPYRPVVLPPPPPPPPALPQAALQPALPPAHPHHQIPSLPTGFCSSLAQGMALTSTLMATLPGGFSASPQHQEAAAARKFAPQPLPGGGNFDKAEALQADAEDGKGFLAKEGSLLAFSAAETVQASLVGAVRGQGKDESKVEDDPKGKEESFSLESDVDYSSDDNLTGQAAHKEEDPGHALEETPPSSGAAGSTTSTGKNRRRRTAFTSEQLLELEKEFHCKKYLSLTERSQIAHALKLSEVQVKIWFQNRRA.... Result: 1 (interaction). (2) The miRNA is mmu-miR-692 with sequence AUCUCUUUGAGCGCCUCACUC. The protein sequence of the target gene is MASEITYAEVKFKNESNSLHTYSESPAAPREKPIRDLRKPGSPSLLLTSLMLLLLLLAITFLVAFIIYFQKYSQLLEEKKAAKNIMHNELNCTKSVSPMEDKVWSCCPKDWRLFGSHCYLVPTVSSSASWNKSEENCSRMGAHLVVIQSQEEQDFITGILDTHAAYFIGLWDTGHRQWQWVDQTPYEESITFWHNGEPSSGNEKCATIIYRWKTGWGWNDISCSLKQKSVCQMKKINL. Result: 1 (interaction). (3) The miRNA is hsa-miR-378a-5p with sequence CUCCUGACUCCAGGUCCUGUGU. The protein sequence of the target gene is MTEMSEKENEPDDAATHSPPGTVSALQETKLQRFKRSLSLKTILRSKSLENFFLRSGSELKCPTEVLLTPPTPLPPPSPPPTASDRGLATPSPSPCPVPRPLAALKPVRLHSFQEHVFKRASPCELCHQLIVGNSKQGLRCKMCKVSVHLWCSEEISHQQCPGKTSTSFRRNFSSPLLVHEPPPVCATSKESPPTGDSGKVDPVYETLRYGTSLALMNRSSFSSTSESPTRSLSERDELTEDGEGSIRSSEEGPGDSASPVFTAPAESEGPGPEEKSPGQQLPKATLRKDVGPMYSYVAL.... Result: 1 (interaction). (4) Result: 1 (interaction). The miRNA is hsa-miR-6893-5p with sequence CAGGCAGGUGUAGGGUGGAGC. The protein sequence of the target gene is MEEIGILVEKAQDEIPALSVSRPQTGLSFLGPEPEDLEDLYSRYKKLQQELEFLEVQEEYIKDEQKNLKKEFLHAQEEVKRIQSIPLVIGQFLEAVDQNTAIVGSTTGSNYYVRILSTIDRELLKPNASVALHKHSNALVDVLPPEADSSIMMLTSDQKPDVMYADIGGMDIQKQEVREAVELPLTHFELYKQIGIDPPRGVLMYGPPGCGKTMLAKAVAHHTTAAFIRVVGSEFVQKYLGEGPRMVRDVFRLAKENAPAIIFIDEIDAIATKRFDAQTGADREVQRILLELLNQMDGFD.... (5) The miRNA is hsa-miR-4312 with sequence GGCCUUGUUCCUGUCCCCA. The protein sequence of the target gene is MPFAKRIVEPQWLCRQRRPAPGPAVDASGGSAEPPPPLQPPGRRDLDEVEAPGPEEPARAVPAPSGLPPPPPPLPAPADQTQPPHGEASVAGEESTAGIPEAAPAAGEASSAAAAAAVLLMLDLCAVSNAALARVLRQLSDVARHACSLFQELESDIQLTHRRVWALQGKLGGVQRVLSTLDPKQEAVPVSNLDIESKLSVYYRAPWHQQRNIFLPATRPPCVEELHRHARQSLQALRREHRSRSDRREQRAAAPLSIAAPPLPAYPPAHSQRRREFKDRHFLTFNSTRSPSPTECCHMT.... Result: 0 (no interaction).